From a dataset of Catalyst prediction with 721,799 reactions and 888 catalyst types from USPTO. Predict which catalyst facilitates the given reaction. (1) Reactant: [Cl:1][C:2]1[N:3]=[C:4]([C:9]([NH:11][CH:12]2[CH2:15][N:14]([C:16]3[S:17][C:18]4[CH:24]=[C:23](C(OCC)=O)[CH:22]=[CH:21][C:19]=4[N:20]=3)[CH2:13]2)=[O:10])[NH:5][C:6]=1[CH2:7][CH3:8].[OH-:30].[Li+].C1[CH2:36][O:35]CC1.O. Product: [Cl:1][C:2]1[N:3]=[C:4]([C:9]([NH:11][CH:12]2[CH2:15][N:14]([C:16]3[S:17][C:18]4[C:24]([C:36]([OH:35])=[O:30])=[CH:23][CH:22]=[CH:21][C:19]=4[N:20]=3)[CH2:13]2)=[O:10])[NH:5][C:6]=1[CH2:7][CH3:8]. The catalyst class is: 5. (2) Reactant: [Cl:1][C:2]1[CH:7]=[C:6]2[NH:8][C:9](=[O:41])[C:10]3([CH:15]([C:16]4[CH:21]=[C:20]([Cl:22])[CH:19]=[CH:18][C:17]=4[O:23][C:24]([C:29](O)=[O:30])([CH2:27][CH3:28])[CH2:25][CH3:26])[CH2:14][C:13](=[O:32])[NH:12][CH:11]3[C:33]3[CH:38]=[C:37]([F:39])[CH:36]=[CH:35][C:34]=3[CH3:40])[C:5]2=[CH:4][C:3]=1[F:42].C1N=CN(C(N2C=NC=C2)=O)C=1.[CH3:55][S:56]([NH2:59])(=[O:58])=[O:57].[H-].[Na+].Cl. Product: [Cl:1][C:2]1[CH:7]=[C:6]2[NH:8][C:9](=[O:41])[C:10]3([CH:15]([C:16]4[CH:21]=[C:20]([Cl:22])[CH:19]=[CH:18][C:17]=4[O:23][C:24]([CH2:27][CH3:28])([CH2:25][CH3:26])[C:29]([NH:59][S:56]([CH3:55])(=[O:58])=[O:57])=[O:30])[CH2:14][C:13](=[O:32])[NH:12][CH:11]3[C:33]3[CH:38]=[C:37]([F:39])[CH:36]=[CH:35][C:34]=3[CH3:40])[C:5]2=[CH:4][C:3]=1[F:42]. The catalyst class is: 18.